From a dataset of Full USPTO retrosynthesis dataset with 1.9M reactions from patents (1976-2016). Predict the reactants needed to synthesize the given product. (1) Given the product [ClH:1].[ClH:1].[Cl:8][C:4]1[CH:5]=[CH:6][CH:7]=[C:2]([Cl:1])[C:3]=1[NH:9][C:10]1[NH:11][C:12]2[C:18]3[CH2:19][C:20]([CH3:22])([CH3:23])[O:21][C:17]=3[C:16]([C:24]([NH:26][C:27]3[CH:32]=[CH:31][C:30]([C:33]([F:36])([F:35])[F:34])=[CH:29][N:28]=3)=[O:25])=[CH:15][C:13]=2[N:14]=1, predict the reactants needed to synthesize it. The reactants are: [Cl:1][C:2]1[CH:7]=[CH:6][CH:5]=[C:4]([Cl:8])[C:3]=1[NH:9][C:10]1[NH:11][C:12]2[C:18]3[CH2:19][C:20]([CH3:23])([CH3:22])[O:21][C:17]=3[C:16]([C:24]([NH:26][C:27]3[CH:32]=[CH:31][C:30]([C:33]([F:36])([F:35])[F:34])=[CH:29][N:28]=3)=[O:25])=[CH:15][C:13]=2[N:14]=1. (2) Given the product [CH2:31]([N:33]([CH2:60][C:61](=[O:62])[NH:28][CH2:27][C:26]([F:30])([F:29])[F:25])[C:34]([C:36]1[CH:37]=[C:38]2[C:46](=[CH:47][CH:48]=1)[N:45]([S:49]([CH2:52][CH3:53])(=[O:51])=[O:50])[C:44]1[CH2:43][CH2:42][CH:41]([CH:54]3[CH2:55][CH2:56][O:57][CH2:58][CH2:59]3)[CH2:40][C:39]2=1)=[O:35])[CH3:32], predict the reactants needed to synthesize it. The reactants are: CN(C(ON1N=NC2C=CC=NC1=2)=[N+](C)C)C.F[P-](F)(F)(F)(F)F.[F:25][C:26]([F:30])([F:29])[CH2:27][NH2:28].[CH2:31]([N:33]([CH2:60][C:61](O)=[O:62])[C:34]([C:36]1[CH:37]=[C:38]2[C:46](=[CH:47][CH:48]=1)[N:45]([S:49]([CH2:52][CH3:53])(=[O:51])=[O:50])[C:44]1[CH2:43][CH2:42][CH:41]([CH:54]3[CH2:59][CH2:58][O:57][CH2:56][CH2:55]3)[CH2:40][C:39]2=1)=[O:35])[CH3:32].C(N(CC)C(C)C)(C)C. (3) Given the product [CH3:30][S:31]([O:22][CH:20]([C:9]1[C:8]([C:4]2[CH:5]=[CH:6][CH:7]=[C:2]([F:1])[CH:3]=2)=[C:17]2[C:12]([CH:13]=[CH:14][CH:15]=[N:16]2)=[C:11]([C:18]#[N:19])[CH:10]=1)[CH3:21])(=[O:33])=[O:32], predict the reactants needed to synthesize it. The reactants are: [F:1][C:2]1[CH:3]=[C:4]([C:8]2[C:17]3[N:16]=[CH:15][CH:14]=[CH:13][C:12]=3[C:11]([C:18]#[N:19])=[CH:10][C:9]=2[CH:20]([OH:22])[CH3:21])[CH:5]=[CH:6][CH:7]=1.C(N(CC)CC)C.[CH3:30][S:31](Cl)(=[O:33])=[O:32]. (4) Given the product [CH3:24][C:25]1[N:26]=[C:27]([N:35]2[CH2:39][CH2:38][N:37]([CH2:40][CH2:41][CH2:42][C:43]([F:44])([F:45])[F:46])[C:36]2=[O:47])[S:28][C:29]=1[C:30]([OH:32])=[O:31], predict the reactants needed to synthesize it. The reactants are: FC1(F)CC1CN1CCN(C2SC(C(OCC)=O)=C(C)N=2)C1=O.[CH3:24][C:25]1[N:26]=[C:27]([N:35]2[CH2:39][CH2:38][N:37]([CH2:40][CH2:41][CH2:42][C:43]([F:46])([F:45])[F:44])[C:36]2=[O:47])[S:28][C:29]=1[C:30]([O:32]CC)=[O:31].